This data is from Catalyst prediction with 721,799 reactions and 888 catalyst types from USPTO. The task is: Predict which catalyst facilitates the given reaction. Reactant: O[C:2]1[C:11]([NH:12][C:13](=[O:26])[C:14]2[CH:19]=[CH:18][CH:17]=[C:16]([C:20]3[CH:21]=[N:22][CH:23]=[CH:24][CH:25]=3)[CH:15]=2)=[CH:10][CH:9]=[CH:8][C:3]=1[C:4]([O:6][CH3:7])=[O:5].O.CC1C=CC(S(O)(=O)=O)=CC=1. Product: [N:22]1[CH:23]=[CH:24][CH:25]=[C:20]([C:16]2[CH:15]=[C:14]([C:13]3[O:26][C:2]4[C:3]([C:4]([O:6][CH3:7])=[O:5])=[CH:8][CH:9]=[CH:10][C:11]=4[N:12]=3)[CH:19]=[CH:18][CH:17]=2)[CH:21]=1. The catalyst class is: 11.